From a dataset of NCI-60 drug combinations with 297,098 pairs across 59 cell lines. Regression. Given two drug SMILES strings and cell line genomic features, predict the synergy score measuring deviation from expected non-interaction effect. (1) Drug 1: COC1=NC(=NC2=C1N=CN2C3C(C(C(O3)CO)O)O)N. Drug 2: CC=C1C(=O)NC(C(=O)OC2CC(=O)NC(C(=O)NC(CSSCCC=C2)C(=O)N1)C(C)C)C(C)C. Cell line: BT-549. Synergy scores: CSS=15.4, Synergy_ZIP=1.87, Synergy_Bliss=1.95, Synergy_Loewe=-39.8, Synergy_HSA=-0.198. (2) Drug 1: C1CCC(C1)C(CC#N)N2C=C(C=N2)C3=C4C=CNC4=NC=N3. Drug 2: C1CC(=O)NC(=O)C1N2CC3=C(C2=O)C=CC=C3N. Cell line: U251. Synergy scores: CSS=1.31, Synergy_ZIP=-3.36, Synergy_Bliss=-4.68, Synergy_Loewe=-4.40, Synergy_HSA=-3.93. (3) Drug 1: CC(C1=C(C=CC(=C1Cl)F)Cl)OC2=C(N=CC(=C2)C3=CN(N=C3)C4CCNCC4)N. Drug 2: CCCS(=O)(=O)NC1=C(C(=C(C=C1)F)C(=O)C2=CNC3=C2C=C(C=N3)C4=CC=C(C=C4)Cl)F. Cell line: SR. Synergy scores: CSS=37.2, Synergy_ZIP=-7.79, Synergy_Bliss=-13.1, Synergy_Loewe=-33.1, Synergy_HSA=-13.0. (4) Drug 1: COC1=C(C=C2C(=C1)N=CN=C2NC3=CC(=C(C=C3)F)Cl)OCCCN4CCOCC4. Drug 2: CC1=CC=C(C=C1)C2=CC(=NN2C3=CC=C(C=C3)S(=O)(=O)N)C(F)(F)F. Cell line: HCT116. Synergy scores: CSS=15.3, Synergy_ZIP=-3.96, Synergy_Bliss=-5.67, Synergy_Loewe=-4.12, Synergy_HSA=-3.51.